From a dataset of Full USPTO retrosynthesis dataset with 1.9M reactions from patents (1976-2016). Predict the reactants needed to synthesize the given product. Given the product [CH:1]1([N:4]([CH2:18][C:19]2[O:20][CH:21]=[C:22]([C:24]([N:26]3[CH2:31][CH2:30][N:29]([CH2:38][C:37]4[N:33]([CH3:32])[CH:34]=[N:35][CH:36]=4)[CH2:28][CH2:27]3)=[O:25])[N:23]=2)[S:5]([C:8]2[C:9]([CH3:17])=[CH:10][C:11]([O:15][CH3:16])=[CH:12][C:13]=2[CH3:14])(=[O:6])=[O:7])[CH2:2][CH2:3]1, predict the reactants needed to synthesize it. The reactants are: [CH:1]1([N:4]([CH2:18][C:19]2[O:20][CH:21]=[C:22]([C:24]([N:26]3[CH2:31][CH2:30][NH:29][CH2:28][CH2:27]3)=[O:25])[N:23]=2)[S:5]([C:8]2[C:13]([CH3:14])=[CH:12][C:11]([O:15][CH3:16])=[CH:10][C:9]=2[CH3:17])(=[O:7])=[O:6])[CH2:3][CH2:2]1.[CH3:32][N:33]1[C:37]([CH:38]=O)=[CH:36][N:35]=[CH:34]1.CC(O)=O.